Dataset: Forward reaction prediction with 1.9M reactions from USPTO patents (1976-2016). Task: Predict the product of the given reaction. (1) Given the reactants [CH2:1]([N:8]1[C:13](=[O:14])[CH:12]=[CH:11][C:10]([C:15]([F:20])([F:19])[C:16]([OH:18])=O)=[CH:9]1)[C:2]1[CH:7]=[CH:6][CH:5]=[CH:4][CH:3]=1.P(Cl)(Cl)(Cl)=O.Cl.[NH2:27][CH2:28][C:29]1[CH:30]=[C:31]2[C:35](=[CH:36][CH:37]=1)[C:34](=[O:38])[N:33]([CH:39]1[CH2:44][CH2:43][C:42](=[O:45])[NH:41][C:40]1=[O:46])[CH2:32]2.C(=O)(O)[O-].[Na+], predict the reaction product. The product is: [CH2:1]([N:8]1[C:13](=[O:14])[CH:12]=[CH:11][C:10]([C:15]([F:20])([F:19])[C:16]([NH:27][CH2:28][C:29]2[CH:30]=[C:31]3[C:35](=[CH:36][CH:37]=2)[C:34](=[O:38])[N:33]([CH:39]2[CH2:44][CH2:43][C:42](=[O:45])[NH:41][C:40]2=[O:46])[CH2:32]3)=[O:18])=[CH:9]1)[C:2]1[CH:3]=[CH:4][CH:5]=[CH:6][CH:7]=1. (2) Given the reactants NC1[CH:7]=[C:6]([Cl:8])[CH:5]=[CH:4]C=1O.C([N:12]([CH2:15][CH3:16])CC)C.[Cl:17][C:18]1[CH:26]=[CH:25][C:24]([N+:27]([O-:29])=[O:28])=[CH:23][C:19]=1[C:20](Cl)=[O:21].[O:30]1CCCC1, predict the reaction product. The product is: [Cl:17][C:18]1[CH:26]=[CH:25][C:24]([N+:27]([O-:29])=[O:28])=[CH:23][C:19]=1[C:20]([NH:12][C:15]1[CH:16]=[CH:7][C:6]([Cl:8])=[CH:5][C:4]=1[OH:30])=[O:21]. (3) Given the reactants [NH2:1][C:2]1[N:6]([CH2:7][CH3:8])[CH:5]=[N:4][C:3]=1[C:9]([O:11]CC)=O.[Cl:14][C:15]1[CH:21]=[CH:20][C:18]([NH2:19])=[CH:17][CH:16]=1, predict the reaction product. The product is: [NH2:1][C:2]1[N:6]([CH2:7][CH3:8])[CH:5]=[N:4][C:3]=1[C:9]([NH:19][C:18]1[CH:20]=[CH:21][C:15]([Cl:14])=[CH:16][CH:17]=1)=[O:11]. (4) Given the reactants Cl.[OH:2][CH:3]1[O:11][C@H:10]([CH2:12][OH:13])[C@@H:8]([OH:9])[C@H:6]([OH:7])[C@@H:4]1[NH2:5].C(N([CH2:19][CH3:20])CC)C, predict the reaction product. The product is: [C:3]([NH:5][C@H:4]1[C@@H:6]([OH:7])[C@H:8]([OH:9])[C@@H:10]([CH2:12][OH:13])[O:11][CH:3]1[OH:2])(=[O:2])[CH2:4][CH2:6][C:19]#[CH:20]. (5) Given the reactants [Cl:1][C:2]1[CH:3]=[C:4]2[C:8](=[CH:9][CH:10]=1)[NH:7][C:6]([C:11]([OH:13])=O)=[CH:5]2.O.ON1C2C=CC=CC=2N=N1.Cl.CN(C)CCCN=C=NCC.[C:37]([O:41][C:42]([NH:44][C@@H:45]1[CH2:50][CH2:49][CH2:48][CH2:47][C@H:46]1[NH2:51])=[O:43])([CH3:40])([CH3:39])[CH3:38], predict the reaction product. The product is: [C:37]([O:41][C:42]([NH:44][C@@H:45]1[CH2:50][CH2:49][CH2:48][CH2:47][C@H:46]1[NH:51][C:11]([C:6]1[NH:7][C:8]2[C:4]([CH:5]=1)=[CH:3][C:2]([Cl:1])=[CH:10][CH:9]=2)=[O:13])=[O:43])([CH3:40])([CH3:38])[CH3:39]. (6) Given the reactants Br[C:2]1[CH:10]=[CH:9][C:8]2[N:7]([CH2:11][CH3:12])[C:6]3[CH2:13][CH:14]4[NH:18][CH:17]([C:5]=3[C:4]=2[C:3]=1[C:19]([O:21][C:22]([CH3:25])([CH3:24])[CH3:23])=[O:20])[CH2:16][CH2:15]4.[C:26]1([S:32]([O-:34])=[O:33])[CH:31]=[CH:30][CH:29]=[CH:28][CH:27]=1.[Na+], predict the reaction product. The product is: [C:26]1([S:32]([C:2]2[CH:10]=[CH:9][C:8]3[N:7]([CH2:11][CH3:12])[C:6]4[CH2:13][CH:14]5[NH:18][CH:17]([C:5]=4[C:4]=3[C:3]=2[C:19]([O:21][C:22]([CH3:25])([CH3:24])[CH3:23])=[O:20])[CH2:16][CH2:15]5)(=[O:34])=[O:33])[CH:31]=[CH:30][CH:29]=[CH:28][CH:27]=1. (7) The product is: [CH3:8][C:7]1[C:2]2[NH:1][C:10](=[O:11])[O:9][C:3]=2[CH:4]=[CH:5][CH:6]=1. Given the reactants [NH2:1][C:2]1[C:7]([CH3:8])=[CH:6][CH:5]=[CH:4][C:3]=1[OH:9].[C:10](N1C=CN=C1)(N1C=CN=C1)=[O:11], predict the reaction product.